From a dataset of Full USPTO retrosynthesis dataset with 1.9M reactions from patents (1976-2016). Predict the reactants needed to synthesize the given product. Given the product [Cl:10][C:11]1[CH:12]=[N:13][CH:14]=[CH:15][C:16]=1[N:1]1[CH2:9][CH2:8][CH:4]([C:5]([NH2:7])=[O:6])[CH2:3][CH2:2]1, predict the reactants needed to synthesize it. The reactants are: [NH:1]1[CH2:9][CH2:8][CH:4]([C:5]([NH2:7])=[O:6])[CH2:3][CH2:2]1.[Cl:10][C:11]1[CH:12]=[N:13][CH:14]=[CH:15][C:16]=1Cl.C(N(CC)CC)C.